Dataset: Catalyst prediction with 721,799 reactions and 888 catalyst types from USPTO. Task: Predict which catalyst facilitates the given reaction. (1) The catalyst class is: 3. Product: [CH3:50][C@@H:51]([O:55][C:56](=[O:61])[O:57][CH:58]([O:16][C:14]1[N:13]([C:17]2[N:18]=[CH:19][CH:20]=[CH:21][N:22]=2)[N:12]=[C:11]([CH:10]([NH:9][C:6]2[CH:7]=[CH:8][C:3]([C:2]([NH2:1])=[N:36][C:37](=[O:44])[C:38]3[CH:39]=[CH:40][CH:41]=[CH:42][CH:43]=3)=[CH:4][CH:5]=2)[C:23]2[CH:28]=[C:27]([O:29][CH3:30])[CH:26]=[C:25]([O:31][CH2:32][CH2:33][OH:34])[C:24]=2[F:35])[N:15]=1)[CH3:59])[CH2:52][CH2:53][CH3:54]. Reactant: [NH2:1][C:2](=[N:36][C:37](=[O:44])[C:38]1[CH:43]=[CH:42][CH:41]=[CH:40][CH:39]=1)[C:3]1[CH:8]=[CH:7][C:6]([NH:9][CH:10]([C:23]2[CH:28]=[C:27]([O:29][CH3:30])[CH:26]=[C:25]([O:31][CH2:32][CH2:33][OH:34])[C:24]=2[F:35])[C:11]2[NH:15][C:14](=[O:16])[N:13]([C:17]3[N:22]=[CH:21][CH:20]=[CH:19][N:18]=3)[N:12]=2)=[CH:5][CH:4]=1.C(=O)([O-])O.[K+].[CH3:50][C@@H:51]([O:55][C:56](=[O:61])[O:57][CH:58](Cl)[CH3:59])[CH2:52][CH2:53][CH3:54]. (2) The catalyst class is: 472. Reactant: [CH2:1]([O:3][C:4]1[CH:13]=[C:12]2[C:7]([CH:8]=[CH:9][CH:10]=[C:11]2[NH:14]C(=O)OC(C)(C)C)=[CH:6][CH:5]=1)[CH3:2].Cl. Product: [CH2:1]([O:3][C:4]1[CH:13]=[C:12]2[C:7]([CH:8]=[CH:9][CH:10]=[C:11]2[NH2:14])=[CH:6][CH:5]=1)[CH3:2]. (3) Reactant: C1C2[CH:12]([CH2:14][O:15][C:16]([NH:18][C@@H:19]([CH2:23][S:24][CH2:25][C@H:26]([NH:41][C:42](=[O:54])[CH2:43][CH2:44][CH2:45][CH2:46][CH2:47][CH2:48][CH2:49][CH2:50][CH2:51][CH2:52][CH3:53])[CH2:27][O:28][CH2:29][CH2:30][CH2:31][CH2:32][CH2:33][CH2:34][CH2:35][CH2:36][CH2:37][CH2:38][CH2:39][CH3:40])[C:20](O)=[O:21])=[O:17])[C:11]3[C:6](=[CH:7][CH:8]=[CH:9][CH:10]=3)C=2C=CC=1.CN(C(ON1N=N[C:65]2[CH:66]=[CH:67][CH:68]=[CH:69][C:64]1=2)=[N+](C)C)C.F[P-](F)(F)(F)(F)F.CCN(C(C)C)C(C)C.[NH2:88][CH2:89][CH2:90][O:91][CH2:92][CH2:93][O:94][CH2:95][CH2:96][O:97][CH2:98][CH2:99][P:100](=[O:107])([O:104][CH2:105][CH3:106])[O:101][CH2:102][CH3:103]. Product: [CH2:105]([O:104][P:100]([CH2:99][CH2:98][O:97][CH2:96][CH2:95][O:94][CH2:93][CH2:92][O:91][CH2:90][CH2:89][NH:88][C:20](=[O:21])[C@@H:19]([NH:18][C:16](=[O:17])[O:15][CH2:14][CH:12]1[C:65]2[CH:66]=[CH:67][CH:68]=[CH:69][C:64]=2[C:10]2[C:11]1=[CH:6][CH:7]=[CH:8][CH:9]=2)[CH2:23][S:24][CH2:25][C@H:26]([NH:41][C:42](=[O:54])[CH2:43][CH2:44][CH2:45][CH2:46][CH2:47][CH2:48][CH2:49][CH2:50][CH2:51][CH2:52][CH3:53])[CH2:27][O:28][CH2:29][CH2:30][CH2:31][CH2:32][CH2:33][CH2:34][CH2:35][CH2:36][CH2:37][CH2:38][CH2:39][CH3:40])([O:101][CH2:102][CH3:103])=[O:107])[CH3:106]. The catalyst class is: 2.